Dataset: Catalyst prediction with 721,799 reactions and 888 catalyst types from USPTO. Task: Predict which catalyst facilitates the given reaction. Reactant: [OH:1][C:2]1[CH:17]=[CH:16][C:5]([C:6]([NH:8][CH2:9][CH:10]2[CH2:15][CH2:14][NH:13][CH2:12][CH2:11]2)=[O:7])=[CH:4][CH:3]=1.[CH3:18][C:19]1[CH:26]=[CH:25][C:22]([CH:23]=O)=[CH:21][CH:20]=1.C([BH3-])#N.[Na+]. Product: [OH:1][C:2]1[CH:3]=[CH:4][C:5]([C:6]([NH:8][CH2:9][CH:10]2[CH2:11][CH2:12][N:13]([CH2:18][C:19]3[CH:26]=[CH:25][C:22]([CH3:23])=[CH:21][CH:20]=3)[CH2:14][CH2:15]2)=[O:7])=[CH:16][CH:17]=1. The catalyst class is: 5.